From a dataset of Full USPTO retrosynthesis dataset with 1.9M reactions from patents (1976-2016). Predict the reactants needed to synthesize the given product. (1) Given the product [CH:21]([O:20][C:18]([N:5]1[CH2:6][CH2:7][CH:2]([OH:1])[CH2:3][CH2:4]1)=[O:19])([CH3:23])[CH3:22], predict the reactants needed to synthesize it. The reactants are: [OH:1][CH:2]1[CH2:7][CH2:6][NH:5][CH2:4][CH2:3]1.C(N(CC)C(C)C)(C)C.Cl[C:18]([O:20][CH:21]([CH3:23])[CH3:22])=[O:19]. (2) Given the product [CH2:16]([O:15][C:13](=[O:14])[CH2:12][C:11]1[NH:1][C:2]2[CH:7]=[CH:6][CH:5]=[CH:4][C:3]=2[S:8][CH:10]=1)[CH3:17], predict the reactants needed to synthesize it. The reactants are: [NH2:1][C:2]1[CH:7]=[CH:6][CH:5]=[CH:4][C:3]=1[SH:8].Cl[CH2:10][C:11](=O)[CH2:12][C:13]([O:15][CH2:16][CH3:17])=[O:14]. (3) Given the product [CH2:1]([C:7]1[C:8]2[S:19][CH:18]=[CH:17][C:9]=2[S:10][C:11]=1[C:12]([OH:14])=[O:13])[CH2:2][CH2:3][CH2:4][CH2:5][CH3:6], predict the reactants needed to synthesize it. The reactants are: [CH2:1]([C:7]1[C:8]2[S:19][CH:18]=[CH:17][C:9]=2[S:10][C:11]=1[C:12]([O:14]CC)=[O:13])[CH2:2][CH2:3][CH2:4][CH2:5][CH3:6].[OH-].[Li+].C1COCC1.Cl.